Dataset: Reaction yield outcomes from USPTO patents with 853,638 reactions. Task: Predict the reaction yield, written as a fraction of the theoretical maximum amount of product (1.0 means a 100% yield; for example, 0.34 means a 34% yield). (1) The reactants are [CH2:1]([O:3][C:4](=[O:38])[CH:5]([C:10]1[CH:11]=[C:12]([C:28]2[CH:33]=[CH:32][C:31]([C:34]([F:37])([F:36])[F:35])=[CH:30][CH:29]=2)[CH:13]=[C:14]([NH:16][CH2:17][C:18]2[CH:23]=[CH:22][C:21]([C:24]([CH3:27])([CH3:26])[CH3:25])=[CH:20][CH:19]=2)[CH:15]=1)[CH2:6][CH:7]([CH3:9])[CH3:8])[CH3:2].[CH:39](=O)[CH2:40][CH:41]([CH3:43])[CH3:42].CC(O)=O. The catalyst is C(Cl)Cl. The product is [CH2:1]([O:3][C:4](=[O:38])[CH:5]([C:10]1[CH:11]=[C:12]([C:28]2[CH:33]=[CH:32][C:31]([C:34]([F:35])([F:37])[F:36])=[CH:30][CH:29]=2)[CH:13]=[C:14]([N:16]([CH2:17][C:18]2[CH:23]=[CH:22][C:21]([C:24]([CH3:25])([CH3:26])[CH3:27])=[CH:20][CH:19]=2)[CH2:39][CH2:40][CH:41]([CH3:43])[CH3:42])[CH:15]=1)[CH2:6][CH:7]([CH3:8])[CH3:9])[CH3:2]. The yield is 0.500. (2) The reactants are [F:1][C:2]1[CH:3]=[CH:4][C:5]([NH:8][NH:9][C:10]([C@@H:12]2[CH2:16][C:15]([CH3:18])([CH3:17])[CH2:14][N:13]2[CH3:19])=O)=[N:6][CH:7]=1.C1C=CC(P(C2C=CC=CC=2)C2C=CC=CC=2)=CC=1.CCN(CC)CC.ClC(Cl)(Cl)C(Cl)(Cl)Cl.N. The catalyst is C1COCC1.CO.C(Cl)Cl. The product is [F:1][C:2]1[CH:3]=[CH:4][C:5]2[N:6]([C:10]([C@@H:12]3[CH2:16][C:15]([CH3:18])([CH3:17])[CH2:14][N:13]3[CH3:19])=[N:9][N:8]=2)[CH:7]=1. The yield is 0.840. (3) The reactants are O=C1C2C(=CC=CC=2)C(=O)[N:3]1[CH2:12][CH2:13][O:14][C:15]1[CH:20]=[CH:19][C:18]([C:21](=[O:27])[NH:22][CH2:23][CH:24]([CH3:26])[CH3:25])=[CH:17][C:16]=1[C:28]1[CH:29]=[CH:30][C:31]2[O:35][C:34]([C:36]3[CH:41]=[CH:40][C:39]([F:42])=[CH:38][CH:37]=3)=[C:33]([C:43]([NH:45][CH3:46])=[O:44])[C:32]=2[CH:47]=1.NN. The catalyst is CO.O.O.CO.C(#N)C.O.C(#N)C. The product is [NH2:3][CH2:12][CH2:13][O:14][C:15]1[CH:20]=[CH:19][C:18]([C:21](=[O:27])[NH:22][CH2:23][CH:24]([CH3:26])[CH3:25])=[CH:17][C:16]=1[C:28]1[CH:29]=[CH:30][C:31]2[O:35][C:34]([C:36]3[CH:37]=[CH:38][C:39]([F:42])=[CH:40][CH:41]=3)=[C:33]([C:43]([NH:45][CH3:46])=[O:44])[C:32]=2[CH:47]=1. The yield is 0.580.